From a dataset of Catalyst prediction with 721,799 reactions and 888 catalyst types from USPTO. Predict which catalyst facilitates the given reaction. Reactant: [OH-].[Na+].C([O:5][C:6](=[O:30])[C@@H:7]([O:27][CH2:28][CH3:29])[CH2:8][C:9]1[CH:14]=[CH:13][C:12]([O:15][CH2:16]/[CH:17]=[CH:18]/[C:19]#[C:20][C:21]2[CH:26]=[CH:25][CH:24]=[CH:23][CH:22]=2)=[CH:11][CH:10]=1)C. Product: [CH2:28]([O:27][C@@H:7]([CH2:8][C:9]1[CH:14]=[CH:13][C:12]([O:15][CH2:16]/[CH:17]=[CH:18]/[C:19]#[C:20][C:21]2[CH:22]=[CH:23][CH:24]=[CH:25][CH:26]=2)=[CH:11][CH:10]=1)[C:6]([OH:30])=[O:5])[CH3:29]. The catalyst class is: 8.